From a dataset of Catalyst prediction with 721,799 reactions and 888 catalyst types from USPTO. Predict which catalyst facilitates the given reaction. (1) Reactant: [CH2:1]([OH:7])[CH2:2][CH2:3][CH2:4][CH:5]=[CH2:6].C(N(CC)CC)C.[Br:15][C:16]([CH3:21])([CH3:20])[C:17](Br)=[O:18]. Product: [Br:15][C:16]([CH3:21])([CH3:20])[C:17]([O:7][CH2:1][CH2:2][CH2:3][CH2:4][CH:5]=[CH2:6])=[O:18]. The catalyst class is: 7. (2) Reactant: F[C:2]1[CH:7]=[CH:6][C:5]([C:8]2[O:9][C:10]3[CH:16]=[CH:15][CH:14]=[CH:13][C:11]=3[N:12]=2)=[CH:4][C:3]=1[N+:17]([O-:19])=[O:18].C(=O)([O-])[O-].[K+].[K+].[CH2:26]([NH2:30])[CH2:27][CH2:28][CH3:29].O. Product: [CH2:26]([NH:30][C:2]1[CH:7]=[CH:6][C:5]([C:8]2[O:9][C:10]3[CH:16]=[CH:15][CH:14]=[CH:13][C:11]=3[N:12]=2)=[CH:4][C:3]=1[N+:17]([O-:19])=[O:18])[CH2:27][CH2:28][CH3:29]. The catalyst class is: 8. (3) Reactant: [Cl:1][C:2]1[CH:3]=[CH:4][C:5]2[NH:11][C:10](=S)[C@@H:9]([CH2:13][C:14]([O:16][CH2:17][CH3:18])=[O:15])[O:8][C@H:7]([C:19]3[CH:24]=[CH:23][CH:22]=[C:21]([O:25][CH3:26])[C:20]=3[O:27][CH3:28])[C:6]=2[CH:29]=1.O.[NH2:31][NH2:32].[Cl:33][C:34]([F:45])([F:44])[C:35](O[C:35](=O)[C:34]([F:45])([F:44])[Cl:33])=O.ClC(F)(F)C(O)=O. Product: [Cl:1][C:2]1[CH:3]=[CH:4][C:5]2[N:11]3[C:35]([C:34]([Cl:33])([F:45])[F:44])=[N:31][N:32]=[C:10]3[C@@H:9]([CH2:13][C:14]([O:16][CH2:17][CH3:18])=[O:15])[O:8][C@H:7]([C:19]3[CH:24]=[CH:23][CH:22]=[C:21]([O:25][CH3:26])[C:20]=3[O:27][CH3:28])[C:6]=2[CH:29]=1. The catalyst class is: 54. (4) Reactant: [O:1]1[CH2:6][CH2:5][CH2:4][O:3][CH:2]1[C:7]1[C:16]2[C:11](=[CH:12][CH:13]=[CH:14][CH:15]=2)[CH:10]=[C:9]([C:17](OC)=[O:18])[CH:8]=1.[H-].[Al+3].[Li+].[H-].[H-].[H-].O.[OH-].[Na+]. Product: [O:1]1[CH2:6][CH2:5][CH2:4][O:3][CH:2]1[C:7]1[C:16]2[C:11](=[CH:12][CH:13]=[CH:14][CH:15]=2)[CH:10]=[C:9]([CH2:17][OH:18])[CH:8]=1. The catalyst class is: 27. (5) Reactant: C(=O)([O-])[O-].[Cs+].[Cs+].[OH:7][CH2:8][CH2:9][C:10]1[CH:11]=[C:12]([OH:16])[CH:13]=[CH:14][CH:15]=1.Br[CH2:18][CH:19]([O:23][CH2:24][CH3:25])[O:20][CH2:21][CH3:22].O. Product: [CH2:21]([O:20][CH:19]([O:23][CH2:24][CH3:25])[CH2:18][O:16][C:12]1[CH:11]=[C:10]([CH2:9][CH2:8][OH:7])[CH:15]=[CH:14][CH:13]=1)[CH3:22]. The catalyst class is: 3.